From a dataset of Forward reaction prediction with 1.9M reactions from USPTO patents (1976-2016). Predict the product of the given reaction. (1) Given the reactants [F:1][C:2]1[CH:3]=[C:4]([C:29]2[C:30]([C:35]#[N:36])=[CH:31][CH:32]=[CH:33][CH:34]=2)[CH:5]=[CH:6][C:7]=1[CH2:8][C:9]1[C:10](=[O:28])[N:11]([C@H:21]2[CH2:26][CH2:25][C@@H:24]([OH:27])[CH2:23][CH2:22]2)[C:12]2[N:13]([N:18]=[CH:19][N:20]=2)[C:14]=1[CH2:15][CH2:16][CH3:17].FC(F)(F)S(O[Si](C(C)(C)C)(C)C)(=O)=O.[N:52]1C(C)=CC=CC=1C.[Cl-].O[NH3+].[C:63](=[O:66])([O-])[OH:64].[Na+], predict the reaction product. The product is: [F:1][C:2]1[CH:3]=[C:4]([C:29]2[CH:34]=[CH:33][CH:32]=[CH:31][C:30]=2[C:35]2[NH:52][C:63](=[O:66])[O:64][N:36]=2)[CH:5]=[CH:6][C:7]=1[CH2:8][C:9]1[C:10](=[O:28])[N:11]([C@H:21]2[CH2:26][CH2:25][C@@H:24]([OH:27])[CH2:23][CH2:22]2)[C:12]2[N:13]([N:18]=[CH:19][N:20]=2)[C:14]=1[CH2:15][CH2:16][CH3:17]. (2) Given the reactants IC.[CH2:3]([N:10]1[C:19](=[O:20])[C:18]2[C:13](=[CH:14][C:15]([Cl:21])=[CH:16][CH:17]=2)[N:12]=[C:11]1[CH:22]([N:26]1[C:32](=[O:33])[CH2:31][CH2:30][NH:29][CH2:28][CH2:27]1)[CH:23]([CH3:25])[CH3:24])[C:4]1[CH:9]=[CH:8][CH:7]=[CH:6][CH:5]=1.[CH3:34]CN(CC)CC, predict the reaction product. The product is: [CH2:3]([N:10]1[C:19](=[O:20])[C:18]2[C:13](=[CH:14][C:15]([Cl:21])=[CH:16][CH:17]=2)[N:12]=[C:11]1[CH:22]([N:26]1[C:32](=[O:33])[CH2:31][CH2:30][N:29]([CH3:34])[CH2:28][CH2:27]1)[CH:23]([CH3:25])[CH3:24])[C:4]1[CH:9]=[CH:8][CH:7]=[CH:6][CH:5]=1. (3) Given the reactants F[C:2]1[CH:9]=[C:8]([N:10]2[C:22]3[CH:21]=[CH:20][CH:19]=[C:18]([C:23]4[CH:24]=[N:25][C:26]5[C:31]([CH:32]=4)=[CH:30][CH:29]=[CH:28][CH:27]=5)[C:17]=3[C:16]3[C:11]2=[CH:12][CH:13]=[CH:14][CH:15]=3)[CH:7]=[CH:6][C:3]=1[C:4]#[N:5].C(=O)([O-])[O-].[K+].[K+].Cl.Cl.[N:41]1([CH2:46][CH2:47][NH2:48])[CH:45]=[CH:44][N:43]=[CH:42]1.[OH-:49].[Na+].OO, predict the reaction product. The product is: [N:41]1([CH2:46][CH2:47][NH:48][C:2]2[CH:9]=[C:8]([N:10]3[C:22]4[CH:21]=[CH:20][CH:19]=[C:18]([C:23]5[CH:24]=[N:25][C:26]6[C:31]([CH:32]=5)=[CH:30][CH:29]=[CH:28][CH:27]=6)[C:17]=4[C:16]4[C:11]3=[CH:12][CH:13]=[CH:14][CH:15]=4)[CH:7]=[CH:6][C:3]=2[C:4]([NH2:5])=[O:49])[CH:45]=[CH:44][N:43]=[CH:42]1. (4) Given the reactants [CH3:1][P:2]([CH3:13])([C:4]1[CH:9]=[CH:8][C:7]([N+:10]([O-])=O)=[CH:6][CH:5]=1)=[O:3].CCO.[ClH:17], predict the reaction product. The product is: [ClH:17].[CH3:1][P:2]([CH3:13])([C:4]1[CH:9]=[CH:8][C:7]([NH2:10])=[CH:6][CH:5]=1)=[O:3]. (5) Given the reactants [CH2:1]([O:8][C:9]1[N:10]=[N:11][C:12](Cl)=[CH:13][C:14]=1[O:15][CH2:16][C:17]1[CH:22]=[CH:21][CH:20]=[CH:19][CH:18]=1)[C:2]1[CH:7]=[CH:6][CH:5]=[CH:4][CH:3]=1.O1CCOCC1.C(=O)([O-])[O-].[Cs+].[Cs+].CC1(C)C(C)(C)OB([C:44]([C:46]2[CH:51]=[CH:50][CH:49]=[CH:48][CH:47]=2)=[CH2:45])O1, predict the reaction product. The product is: [CH2:1]([O:8][C:9]1[N:10]=[N:11][C:12]([C:44]([C:46]2[CH:51]=[CH:50][CH:49]=[CH:48][CH:47]=2)=[CH2:45])=[CH:13][C:14]=1[O:15][CH2:16][C:17]1[CH:22]=[CH:21][CH:20]=[CH:19][CH:18]=1)[C:2]1[CH:7]=[CH:6][CH:5]=[CH:4][CH:3]=1. (6) The product is: [CH2:32]([N:39]1[C:44](=[O:45])[C:43]([CH2:46][OH:47])=[CH:42][C:41]([C:49]2[CH:54]=[CH:53][C:52]([F:55])=[C:51]([CH3:56])[CH:50]=2)=[N:40]1)[C:33]1[CH:38]=[CH:37][CH:36]=[CH:35][CH:34]=1. Given the reactants FC1C=C(F)C=CC=1C1C=C(CN2C(=O)C3=CC=CC=C3C2=O)C(=O)N(CC(C)C)N=1.[CH2:32]([N:39]1[C:44](=[O:45])[C:43]([C:46](O)=[O:47])=[CH:42][C:41]([C:49]2[CH:54]=[CH:53][C:52]([F:55])=[C:51]([CH3:56])[CH:50]=2)=[N:40]1)[C:33]1[CH:38]=[CH:37][CH:36]=[CH:35][CH:34]=1, predict the reaction product. (7) Given the reactants [O:1]([C:8]1[CH:9]=[C:10]([N:14]2[CH2:22][CH2:21][C:16]3([NH:20][CH2:19][CH2:18][CH2:17]3)[CH2:15]2)[CH:11]=[N:12][CH:13]=1)[C:2]1[CH:7]=[CH:6][CH:5]=[CH:4][CH:3]=1.C=O.[C:25](=O)(O)[O-].[Na+], predict the reaction product. The product is: [CH3:25][N:20]1[C:16]2([CH2:21][CH2:22][N:14]([C:10]3[CH:11]=[N:12][CH:13]=[C:8]([O:1][C:2]4[CH:3]=[CH:4][CH:5]=[CH:6][CH:7]=4)[CH:9]=3)[CH2:15]2)[CH2:17][CH2:18][CH2:19]1. (8) Given the reactants [NH:1]1[CH2:6][CH2:5][O:4][CH:3]([CH:7]([C:9]2[CH:10]=[N:11][CH:12]=[CH:13][CH:14]=2)[OH:8])[CH2:2]1.BrC1C=NC=CC=1.[F:22][C:23]1[CH:28]=[CH:27][CH:26]=[CH:25][C:24]=1O, predict the reaction product. The product is: [F:22][C:23]1[CH:28]=[CH:27][CH:26]=[CH:25][C:24]=1[O:8][C@@H:7]([C:9]1[CH:10]=[N:11][CH:12]=[CH:13][CH:14]=1)[C@H:3]1[O:4][CH2:5][CH2:6][NH:1][CH2:2]1. (9) Given the reactants [C:1]1([C:7]#[CH:8])[CH:6]=[CH:5][CH:4]=[CH:3][CH:2]=1.[CH2:9]([N:16]=[N+:17]=[N-:18])[C:10]1[CH:15]=[CH:14][CH:13]=[CH:12][CH:11]=1, predict the reaction product. The product is: [CH2:9]([N:16]1[CH:8]=[C:7]([C:1]2[CH:6]=[CH:5][CH:4]=[CH:3][CH:2]=2)[N:18]=[N:17]1)[C:10]1[CH:15]=[CH:14][CH:13]=[CH:12][CH:11]=1. (10) Given the reactants [CH3:1][CH:2]([CH3:4])[O-].[Na+].[H-].[Na+].[NH2:8][C:9]1[N:14]=[C:13]([C:15]2[CH:22]=[C:21](F)[C:18]([C:19]#[N:20])=[C:17](F)[CH:16]=2)[CH:12]=[C:11]([N:25]2[CH2:30][CH2:29][O:28][CH2:27][C@H:26]2[CH3:31])[N:10]=1.[OH2:32].[NH2:33][NH2:34].CCN(C(C)C)C(C)C, predict the reaction product. The product is: [NH2:8][C:9]1[N:14]=[C:13]([C:15]2[CH:22]=[C:21]3[C:18]([C:19]([NH2:20])=[N:33][NH:34]3)=[C:17]([O:32][CH:2]([CH3:4])[CH3:1])[CH:16]=2)[CH:12]=[C:11]([N:25]2[CH2:30][CH2:29][O:28][CH2:27][C@H:26]2[CH3:31])[N:10]=1.